From a dataset of Reaction yield outcomes from USPTO patents with 853,638 reactions. Predict the reaction yield, written as a fraction of the theoretical maximum amount of product (1.0 means a 100% yield; for example, 0.34 means a 34% yield). (1) The reactants are C[N:2](C)/[CH:3]=[CH:4]/[C:5]([C:7]1[CH:12]=[CH:11][CH:10]=[C:9]([C:13]([F:16])([F:15])[F:14])[CH:8]=1)=O.C(O)C.[NH2:21]N. No catalyst specified. The product is [F:14][C:13]([F:16])([F:15])[C:9]1[CH:8]=[C:7]([C:5]2[CH:4]=[CH:3][NH:2][N:21]=2)[CH:12]=[CH:11][CH:10]=1. The yield is 0.890. (2) The reactants are [NH2:1][C:2]1[CH:7]=[CH:6][CH:5]=[CH:4][CH:3]=1.C1(S([N:17]2[C:21]3=[N:22][CH:23]=[CH:24][CH:25]=[C:20]3[C:19]([C:26]3[CH:31]=[CH:30][N:29]=[C:28](Cl)[N:27]=3)=[CH:18]2)(=O)=O)C=CC=CC=1. No catalyst specified. The product is [C:2]1([NH:1][C:28]2[N:27]=[C:26]([C:19]3[C:20]4[C:21](=[N:22][CH:23]=[CH:24][CH:25]=4)[NH:17][CH:18]=3)[CH:31]=[CH:30][N:29]=2)[CH:7]=[CH:6][CH:5]=[CH:4][CH:3]=1. The yield is 0.470. (3) The reactants are C[Si]([C:5]#[C:6][C:7]1[CH:16]=[CH:15][C:14]2[C:9](=[CH:10][C:11]([C:17]#[C:18][Si](C)(C)C)=[CH:12][CH:13]=2)[CH:8]=1)(C)C.[F-].[K+].C(OCC)(=O)C. The catalyst is C1COCC1.CO. The product is [C:6]([C:7]1[CH:16]=[CH:15][C:14]2[C:9](=[CH:10][C:11]([C:17]#[CH:18])=[CH:12][CH:13]=2)[CH:8]=1)#[CH:5]. The yield is 0.910. (4) The reactants are [F:1][C:2]1[CH:8]=[C:7](I)[CH:6]=[CH:5][C:3]=1[NH2:4].[N:10]1[CH:15]=[CH:14][CH:13]=[CH:12][C:11]=1[N:16]1[CH2:21][CH2:20][NH:19][CH2:18][CH2:17]1.OC1C=CC=C2C=1N=CC=C2.C(=O)([O-])[O-].[K+].[K+].[OH-].[NH4+].C. The catalyst is CS(C)=O.C(OCC)(=O)C. The product is [F:1][C:2]1[CH:8]=[C:7]([N:19]2[CH2:20][CH2:21][N:16]([C:11]3[CH:12]=[CH:13][CH:14]=[CH:15][N:10]=3)[CH2:17][CH2:18]2)[CH:6]=[CH:5][C:3]=1[NH2:4]. The yield is 0.260. (5) The reactants are Cl.[CH:2]1([N:7]([CH2:31][CH2:32][C:33]([O:35]CC)=[O:34])[C:8]([C:10]2[CH:30]=[CH:29][C:13]3[N:14]([CH3:28])[C:15]([CH2:17][CH2:18][C:19]4[CH:24]=[CH:23][C:22]([C:25](=[NH:27])[NH2:26])=[CH:21][CH:20]=4)=[N:16][C:12]=3[CH:11]=2)=[O:9])[CH2:6][CH2:5][CH2:4][CH2:3]1.[OH-].[Na+]. No catalyst specified. The product is [CH:2]1([N:7]([CH2:31][CH2:32][C:33]([OH:35])=[O:34])[C:8]([C:10]2[CH:30]=[CH:29][C:13]3[N:14]([CH3:28])[C:15]([CH2:17][CH2:18][C:19]4[CH:24]=[CH:23][C:22]([C:25](=[NH:26])[NH2:27])=[CH:21][CH:20]=4)=[N:16][C:12]=3[CH:11]=2)=[O:9])[CH2:3][CH2:4][CH2:5][CH2:6]1. The yield is 0.890. (6) The reactants are [H-].[Na+].[CH3:3][O:4][C:5]([C:7]1[N:11]=[C:10]([Cl:12])[NH:9][N:8]=1)=[O:6].[CH3:13][Si:14]([CH2:17][CH2:18][O:19][CH2:20]Cl)([CH3:16])[CH3:15]. The catalyst is CN(C=O)C. The product is [CH3:3][O:4][C:5]([C:7]1[N:11]=[C:10]([Cl:12])[N:9]([CH2:20][O:19][CH2:18][CH2:17][Si:14]([CH3:16])([CH3:15])[CH3:13])[N:8]=1)=[O:6]. The yield is 0.580. (7) The reactants are [C:1]1([C:7]#[C:8][C:9]2[CH:14]=[CH:13][CH:12]=[CH:11][CH:10]=2)[CH:6]=[CH:5][CH:4]=[CH:3][CH:2]=1.[N+:15]([CH:18](C(OC)=O)[C:19]([O:21][CH3:22])=[O:20])([O-])=[O:16]. The catalyst is C1(C)C=C(C)C=C(C)C=1. The product is [C:1]1([C:7]2[C:18]([C:19]([O:21][CH3:22])=[O:20])=[N:15][O:16][C:8]=2[C:9]2[CH:10]=[CH:11][CH:12]=[CH:13][CH:14]=2)[CH:6]=[CH:5][CH:4]=[CH:3][CH:2]=1. The yield is 0.140. (8) The reactants are Br[C:2]1[CH:3]=[CH:4][CH:5]=[C:6]2[C:11]=1[N:10]=[C:9]([NH:12][C:13]1[CH:18]=[CH:17][C:16]([N:19]3[CH2:24][CH2:23][N:22]([CH3:25])[CH2:21][CH2:20]3)=[CH:15][CH:14]=1)[N:8]=[CH:7]2.[NH2:26][C:27]1[CH:28]=[C:29](B(O)O)[CH:30]=[CH:31][CH:32]=1.C([O-])([O-])=O.[Na+].[Na+]. The catalyst is O1CCOCC1.O.CC(=O)OCC.C1C=CC(P(C2C=CC=CC=2)[C-]2C=CC=C2)=CC=1.C1C=CC(P(C2C=CC=CC=2)[C-]2C=CC=C2)=CC=1.Cl[Pd]Cl.[Fe+2]. The product is [NH2:26][C:27]1[CH:32]=[C:31]([C:2]2[CH:3]=[CH:4][CH:5]=[C:6]3[C:11]=2[N:10]=[C:9]([NH:12][C:13]2[CH:18]=[CH:17][C:16]([N:19]4[CH2:20][CH2:21][N:22]([CH3:25])[CH2:23][CH2:24]4)=[CH:15][CH:14]=2)[N:8]=[CH:7]3)[CH:30]=[CH:29][CH:28]=1. The yield is 0.960. (9) The reactants are Cl[C:2]1[N:3]([C:13]2[CH:18]=[CH:17][C:16]([O:19][C:20]3[CH:25]=[CH:24][CH:23]=[CH:22][CH:21]=3)=[CH:15][CH:14]=2)[C:4]2[C:9]([C:10]=1[CH:11]=[O:12])=[CH:8][CH:7]=[CH:6][CH:5]=2.[NH:26]1[CH2:31][CH2:30][NH:29][CH2:28][CH2:27]1. No catalyst specified. The product is [O:19]([C:16]1[CH:17]=[CH:18][C:13]([N:3]2[C:4]3[C:9](=[CH:8][CH:7]=[CH:6][CH:5]=3)[C:10]([CH:11]=[O:12])=[C:2]2[N:26]2[CH2:31][CH2:30][NH:29][CH2:28][CH2:27]2)=[CH:14][CH:15]=1)[C:20]1[CH:25]=[CH:24][CH:23]=[CH:22][CH:21]=1. The yield is 0.400. (10) The product is [CH2:1]([C:8]1[CH:9]=[CH:10][C:11]2[O:15][C:14]([C:16]3[CH:23]=[CH:22][C:21]([CH:24]=[O:25])=[CH:20][C:17]=3[C:18]#[N:19])=[CH:13][C:12]=2[CH:26]=1)[C:2]1[CH:7]=[CH:6][CH:5]=[CH:4][CH:3]=1. The catalyst is C(#N)C.CCC[N+](CCC)(CCC)CCC.[O-][Ru](=O)(=O)=O. The yield is 0.930. The reactants are [CH2:1]([C:8]1[CH:9]=[CH:10][C:11]2[O:15][C:14]([C:16]3[CH:23]=[CH:22][C:21]([CH2:24][OH:25])=[CH:20][C:17]=3[C:18]#[N:19])=[CH:13][C:12]=2[CH:26]=1)[C:2]1[CH:7]=[CH:6][CH:5]=[CH:4][CH:3]=1.